This data is from Full USPTO retrosynthesis dataset with 1.9M reactions from patents (1976-2016). The task is: Predict the reactants needed to synthesize the given product. (1) Given the product [C:40]([O:39][C:37]([N:44]1[CH2:51][CH2:50][CH2:49][CH:45]1[C:46]([N:29]1[CH:24]2[CH2:25][CH2:26][CH:27]1[CH2:28][N:22]([C:20]([C:17]1[CH:16]=[N:15][C:14]([NH:13][C:10]3[N:11]=[CH:12][C:7]4[CH:6]=[C:5]([C:3](=[O:4])[N:2]([CH3:36])[CH3:1])[N:30]([CH:31]5[CH2:35][CH2:34][CH2:33][CH2:32]5)[C:8]=4[N:9]=3)=[CH:19][CH:18]=1)=[O:21])[CH2:23]2)=[O:47])=[O:38])([CH3:43])([CH3:42])[CH3:41], predict the reactants needed to synthesize it. The reactants are: [CH3:1][N:2]([CH3:36])[C:3]([C:5]1[N:30]([CH:31]2[CH2:35][CH2:34][CH2:33][CH2:32]2)[C:8]2[N:9]=[C:10]([NH:13][C:14]3[CH:19]=[CH:18][C:17]([C:20]([N:22]4[CH2:28][CH:27]5[NH:29][CH:24]([CH2:25][CH2:26]5)[CH2:23]4)=[O:21])=[CH:16][N:15]=3)[N:11]=[CH:12][C:7]=2[CH:6]=1)=[O:4].[C:37]([N:44]1[CH2:51][CH2:50][CH2:49][C@H:45]1[C:46](O)=[O:47])([O:39][C:40]([CH3:43])([CH3:42])[CH3:41])=[O:38]. (2) Given the product [C:1]1([C:7]2[N:12]=[C:11]3[CH2:13][CH2:14][CH2:15][N:16]([CH2:24][CH2:25][CH2:26][CH2:27][C:28]([OH:30])=[O:29])[C:10]3=[N:9][C:8]=2[C:17]2[CH:18]=[CH:19][CH:20]=[CH:21][CH:22]=2)[CH:2]=[CH:3][CH:4]=[CH:5][CH:6]=1, predict the reactants needed to synthesize it. The reactants are: [C:1]1([C:7]2[N:12]=[C:11]3[CH2:13][CH2:14][CH2:15][NH:16][C:10]3=[N:9][C:8]=2[C:17]2[CH:22]=[CH:21][CH:20]=[CH:19][CH:18]=2)[CH:6]=[CH:5][CH:4]=[CH:3][CH:2]=1.Br[CH2:24][CH2:25][CH2:26][CH2:27][C:28]([O:30]CC)=[O:29].